This data is from Catalyst prediction with 721,799 reactions and 888 catalyst types from USPTO. The task is: Predict which catalyst facilitates the given reaction. (1) Reactant: [Br:1][C:2]1[CH:7]=[CH:6][C:5]([C:8]23[CH2:13][CH:12]2[CH2:11][NH:10][CH2:9]3)=[C:4]([F:14])[CH:3]=1.C(N(CC)CC)C.[C:22]([O:26][C:27](O[C:27]([O:26][C:22]([CH3:25])([CH3:24])[CH3:23])=[O:28])=[O:28])([CH3:25])([CH3:24])[CH3:23]. Product: [C:22]([O:26][C:27]([N:10]1[CH2:11][CH:12]2[C:8]([C:5]3[CH:6]=[CH:7][C:2]([Br:1])=[CH:3][C:4]=3[F:14])([CH2:13]2)[CH2:9]1)=[O:28])([CH3:25])([CH3:24])[CH3:23]. The catalyst class is: 34. (2) Reactant: [Cl:1][C:2]1[N:7]=[CH:6][C:5]2[CH:8]=[N:9][NH:10][C:4]=2[CH:3]=1.[I:11]I.[OH-].[K+]. Product: [Cl:1][C:2]1[N:7]=[CH:6][C:5]2[C:8]([I:11])=[N:9][NH:10][C:4]=2[CH:3]=1. The catalyst class is: 3. (3) Reactant: [NH2:1][C:2]1[CH:34]=[CH:33][C:5]([O:6][C:7]2[N:12]=[C:11]([CH3:13])[C:10]([CH2:14][N:15]3[CH2:20][CH2:19][CH:18]([N:21]4[C@H:25]([C:26]5[CH:31]=[CH:30][CH:29]=[CH:28][CH:27]=5)[CH2:24][O:23][C:22]4=[O:32])[CH2:17][CH2:16]3)=[CH:9][CH:8]=2)=[CH:4][CH:3]=1.[CH3:35]CN(CC)CC.[CH3:42][N:43]([CH3:48])[S:44](Cl)(=[O:46])=[O:45]. Product: [CH3:42][N:43]([CH3:48])[S:44]([NH:1][C:2]1[CH:3]=[CH:4][C:5]([O:6][C:7]2[CH:8]=[CH:9][C:10]([CH2:14][N:15]3[CH2:16][CH2:17][CH:18]([N:21]4[C@H:25]([C:26]5[CH:27]=[CH:28][CH:29]=[CH:30][CH:31]=5)[CH2:24][O:23][C:22]4=[O:32])[CH2:19][CH2:20]3)=[C:11]([CH3:13])[N:12]=2)=[CH:33][C:34]=1[CH3:35])(=[O:46])=[O:45]. The catalyst class is: 2. (4) Reactant: [CH2:1]([O:3][C:4](=[O:12])[C:5]1[CH:10]=[CH:9][CH:8]=[N:7][C:6]=1Cl)[CH3:2].C(N(CC)CC)C.[F:20][C:21]1[CH:22]=[C:23]([CH:26]=[CH:27][C:28]=1[F:29])[CH2:24][NH2:25]. Product: [CH2:1]([O:3][C:4](=[O:12])[C:5]1[CH:10]=[CH:9][CH:8]=[N:7][C:6]=1[NH:25][CH2:24][C:23]1[CH:26]=[CH:27][C:28]([F:29])=[C:21]([F:20])[CH:22]=1)[CH3:2]. The catalyst class is: 148.